This data is from Catalyst prediction with 721,799 reactions and 888 catalyst types from USPTO. The task is: Predict which catalyst facilitates the given reaction. (1) Reactant: [Cl:1][C:2]1[CH:7]=[C:6](B2OC(C)(C)C(C)(C)O2)[CH:5]=[CH:4][C:3]=1[NH:17][CH:18]1[CH2:23][CH2:22][O:21][CH2:20][CH2:19]1.C([O-])([O-])=O.[Na+].[Na+].Br[C:31]1[CH:36]=[CH:35][N:34]([CH2:37][CH:38]2[CH2:40][CH2:39]2)[C:33](=[O:41])[C:32]=1[C:42]#[N:43]. Product: [CH:38]1([CH2:37][N:34]2[CH:35]=[CH:36][C:31]([C:6]3[CH:5]=[CH:4][C:3]([NH:17][CH:18]4[CH2:19][CH2:20][O:21][CH2:22][CH2:23]4)=[C:2]([Cl:1])[CH:7]=3)=[C:32]([C:42]#[N:43])[C:33]2=[O:41])[CH2:39][CH2:40]1. The catalyst class is: 752. (2) Reactant: [Cl:1][C:2]1[C:3](F)=[C:4]([CH:17]=[C:18]([F:21])[C:19]=1[F:20])[C:5]([C:7](=[CH:13]OCC)[C:8]([O:10]CC)=[O:9])=[O:6].[CH3:23][N:24]([CH3:34])[CH2:25][CH2:26][C:27]1[CH:33]=[CH:32][C:30]([NH2:31])=[CH:29][CH:28]=1.Cl.O. Product: [Cl:1][C:2]1[C:19]([F:20])=[C:18]([F:21])[CH:17]=[C:4]2[C:3]=1[N:31]([C:30]1[CH:29]=[CH:28][C:27]([CH2:26][CH2:25][N:24]([CH3:23])[CH3:34])=[CH:33][CH:32]=1)[CH:13]=[C:7]([C:8]([OH:10])=[O:9])[C:5]2=[O:6]. The catalyst class is: 14. (3) Reactant: [C:1]([O:5][C:6]([N:8]1[CH2:12][CH2:11][CH:10]([C:13]2[S:17][CH:16]=[C:15]([C:18]([OH:20])=O)[C:14]=2[CH3:21])[CH2:9]1)=[O:7])([CH3:4])([CH3:3])[CH3:2].Cl.[NH2:23][CH2:24][C:25]1[C:26](=[O:33])[NH:27][C:28]([CH3:32])=[CH:29][C:30]=1[CH3:31].CN1CCOCC1.C1C=NC2N(O)N=NC=2C=1.C(Cl)CCl. Product: [CH3:31][C:30]1[CH:29]=[C:28]([CH3:32])[NH:27][C:26](=[O:33])[C:25]=1[CH2:24][NH:23][C:18]([C:15]1[C:14]([CH3:21])=[C:13]([CH:10]2[CH2:11][CH2:12][N:8]([C:6]([O:5][C:1]([CH3:2])([CH3:3])[CH3:4])=[O:7])[CH2:9]2)[S:17][CH:16]=1)=[O:20]. The catalyst class is: 16. (4) Reactant: Cl[S:2]([CH2:5][CH2:6][NH:7][C:8](=[O:17])[O:9][CH2:10][C:11]1[CH:16]=[CH:15][CH:14]=[CH:13][CH:12]=1)(=[O:4])=[O:3].[C:18]([NH2:22])([CH3:21])([CH3:20])[CH3:19]. Product: [C:18]([NH:22][S:2]([CH2:5][CH2:6][NH:7][C:8](=[O:17])[O:9][CH2:10][C:11]1[CH:16]=[CH:15][CH:14]=[CH:13][CH:12]=1)(=[O:4])=[O:3])([CH3:21])([CH3:20])[CH3:19]. The catalyst class is: 4. (5) Reactant: [NH2:1][C:2]1[N:7]=[C:6]([N:8]2[CH2:13][CH2:12][NH:11][C:10](=[O:14])[CH2:9]2)[CH:5]=[CH:4][C:3]=1[N+:15]([O-])=O.O. Product: [NH2:15][C:3]1[CH:4]=[CH:5][C:6]([N:8]2[CH2:13][CH2:12][NH:11][C:10](=[O:14])[CH2:9]2)=[N:7][C:2]=1[NH2:1]. The catalyst class is: 19. (6) Reactant: [C:1]([O:5][C:6]([N:8]([CH3:14])[CH2:9][CH2:10][C:11]([OH:13])=O)=[O:7])([CH3:4])([CH3:3])[CH3:2].C1N=CN(C(N2C=NC=C2)=O)C=1.[Br-:27].[NH2:28][CH2:29][CH2:30][CH2:31][CH2:32][P+:33]([C:46]1[CH:51]=[CH:50][CH:49]=[CH:48][CH:47]=1)([C:40]1[CH:45]=[CH:44][CH:43]=[CH:42][CH:41]=1)[C:34]1[CH:39]=[CH:38][CH:37]=[CH:36][CH:35]=1. Product: [C:1]([O:5][C:6]([N:8]([CH3:14])[CH2:9][CH2:10][C:11]([NH:28][CH2:29][CH2:30][CH2:31][CH2:32][P+:33]([C:46]1[CH:51]=[CH:50][CH:49]=[CH:48][CH:47]=1)([C:34]1[CH:35]=[CH:36][CH:37]=[CH:38][CH:39]=1)[C:40]1[CH:45]=[CH:44][CH:43]=[CH:42][CH:41]=1)=[O:13])=[O:7])([CH3:2])([CH3:3])[CH3:4].[Br-:27]. The catalyst class is: 454. (7) Reactant: C(=O)([O-])[O-].[K+].[K+].[NH:7]1[CH2:12][CH2:11][CH2:10][CH2:9][CH2:8]1.C(O)C.O.Br[CH2:18][CH2:19][CH2:20][OH:21]. Product: [N:7]1([CH2:18][CH2:19][CH2:20][OH:21])[CH2:12][CH2:11][CH2:10][CH2:9][CH2:8]1. The catalyst class is: 229. (8) Reactant: [CH:1]1([O:7][CH2:8][CH2:9][CH2:10][CH2:11][O:12][C:13]2[CH:18]=[CH:17][C:16]([CH2:19][CH2:20][CH2:21][O:22][C:23]3[CH:33]=[CH:32][C:26]([C:27]([O:29]CC)=[O:28])=[CH:25][C:24]=3[CH2:34][C:35]([NH:37][CH2:38][CH2:39][C:40]([O:42]CC)=[O:41])=[O:36])=[CH:15][CH:14]=2)[CH2:6][CH2:5][CH2:4][CH2:3][CH2:2]1.[OH-].[Na+].O1CCCC1. Product: [C:40]([CH2:39][CH2:38][NH:37][C:35](=[O:36])[CH2:34][C:24]1[CH:25]=[C:26]([CH:32]=[CH:33][C:23]=1[O:22][CH2:21][CH2:20][CH2:19][C:16]1[CH:17]=[CH:18][C:13]([O:12][CH2:11][CH2:10][CH2:9][CH2:8][O:7][CH:1]2[CH2:6][CH2:5][CH2:4][CH2:3][CH2:2]2)=[CH:14][CH:15]=1)[C:27]([OH:29])=[O:28])([OH:42])=[O:41]. The catalyst class is: 5. (9) Reactant: [Mg].BrCCBr.CC([Si](C)(C)[O:11][CH2:12][CH2:13][CH2:14][C:15]1[CH:20]=[CH:19][C:18]([Br:21])=[CH:17][CH:16]=1)(C)C. Product: [Br:21][C:18]1[CH:17]=[CH:16][C:15]([CH2:14][CH2:13][CH2:12][OH:11])=[CH:20][CH:19]=1. The catalyst class is: 1.